This data is from Forward reaction prediction with 1.9M reactions from USPTO patents (1976-2016). The task is: Predict the product of the given reaction. (1) The product is: [CH3:1][O:2][C:3]([CH:5]1[CH2:7][N:6]1[S:18]([CH:15]([CH3:17])[CH3:16])(=[O:20])=[O:19])=[O:4]. Given the reactants [CH3:1][O:2][C:3]([CH:5]1[CH2:7][NH:6]1)=[O:4].C(N(CC)CC)C.[CH:15]([S:18](Cl)(=[O:20])=[O:19])([CH3:17])[CH3:16], predict the reaction product. (2) Given the reactants [CH2:1]([O:3][C:4]([C:6]1[N:7]([C:19]2[CH:24]=[CH:23][C:22]([O:25][CH:26]([CH3:28])[CH3:27])=[CH:21][CH:20]=2)[C:8]2[C:13]([C:14]=1[Cl:15])=[CH:12][C:11](B(O)O)=[CH:10][CH:9]=2)=[O:5])[CH3:2].Br[C:30]1[CH:35]=[CH:34][C:33]([C:36]([F:39])([F:38])[F:37])=[CH:32][N:31]=1.C([O-])([O-])=O.[Na+].[Na+].CCO, predict the reaction product. The product is: [CH2:1]([O:3][C:4]([C:6]1[N:7]([C:19]2[CH:24]=[CH:23][C:22]([O:25][CH:26]([CH3:28])[CH3:27])=[CH:21][CH:20]=2)[C:8]2[C:13]([C:14]=1[Cl:15])=[CH:12][C:11]([C:30]1[CH:35]=[CH:34][C:33]([C:36]([F:39])([F:38])[F:37])=[CH:32][N:31]=1)=[CH:10][CH:9]=2)=[O:5])[CH3:2].